This data is from NCI-60 drug combinations with 297,098 pairs across 59 cell lines. The task is: Regression. Given two drug SMILES strings and cell line genomic features, predict the synergy score measuring deviation from expected non-interaction effect. (1) Cell line: NCI-H522. Synergy scores: CSS=26.2, Synergy_ZIP=-2.69, Synergy_Bliss=-2.21, Synergy_Loewe=1.27, Synergy_HSA=2.66. Drug 1: C1CC(C1)(C(=O)O)C(=O)O.[NH2-].[NH2-].[Pt+2]. Drug 2: C1CCC(C(C1)N)N.C(=O)(C(=O)[O-])[O-].[Pt+4]. (2) Drug 1: COC1=CC(=CC(=C1O)OC)C2C3C(COC3=O)C(C4=CC5=C(C=C24)OCO5)OC6C(C(C7C(O6)COC(O7)C8=CC=CS8)O)O. Synergy scores: CSS=29.0, Synergy_ZIP=-10.1, Synergy_Bliss=-2.21, Synergy_Loewe=-27.7, Synergy_HSA=-1.96. Drug 2: C1C(C(OC1N2C=NC3=C2NC=NCC3O)CO)O. Cell line: UACC62. (3) Drug 1: CC1C(C(CC(O1)OC2CC(CC3=C2C(=C4C(=C3O)C(=O)C5=C(C4=O)C(=CC=C5)OC)O)(C(=O)CO)O)N)O. Drug 2: C1=CC(=C(C=C1I)F)NC2=C(C=CC(=C2F)F)C(=O)NOCC(CO)O. Cell line: SK-OV-3. Synergy scores: CSS=44.7, Synergy_ZIP=1.59, Synergy_Bliss=0.484, Synergy_Loewe=0.998, Synergy_HSA=4.19. (4) Drug 1: COC1=NC(=NC2=C1N=CN2C3C(C(C(O3)CO)O)O)N. Drug 2: C1C(C(OC1N2C=NC(=NC2=O)N)CO)O. Cell line: OVCAR3. Synergy scores: CSS=-12.8, Synergy_ZIP=3.75, Synergy_Bliss=-11.5, Synergy_Loewe=-45.4, Synergy_HSA=-28.7. (5) Drug 1: CC(CN1CC(=O)NC(=O)C1)N2CC(=O)NC(=O)C2. Drug 2: C(CC(=O)O)C(=O)CN.Cl. Cell line: HT29. Synergy scores: CSS=27.9, Synergy_ZIP=-4.29, Synergy_Bliss=-5.03, Synergy_Loewe=-15.4, Synergy_HSA=-3.49. (6) Drug 1: C1CCC(CC1)NC(=O)N(CCCl)N=O. Drug 2: CN1C2=C(C=C(C=C2)N(CCCl)CCCl)N=C1CCCC(=O)O.Cl. Cell line: M14. Synergy scores: CSS=22.9, Synergy_ZIP=3.77, Synergy_Bliss=10.7, Synergy_Loewe=6.44, Synergy_HSA=8.68.